From a dataset of Full USPTO retrosynthesis dataset with 1.9M reactions from patents (1976-2016). Predict the reactants needed to synthesize the given product. (1) Given the product [CH2:1]([NH:4][C@@H:17]([C:25]1[CH:26]=[CH:27][CH:28]=[CH:29][CH:30]=1)[C:18]([N:19]1[CH2:20][CH2:21][CH2:22][CH2:23]1)=[O:24])[CH:2]=[CH2:3], predict the reactants needed to synthesize it. The reactants are: [CH2:1]([N:4]([C@@H:17]([C:25]1[CH:30]=[CH:29][CH:28]=[CH:27][CH:26]=1)[C:18](=[O:24])[N:19]1[CH2:23][CH2:22][CH2:21][CH2:20]1)S(C1C=CC=CC=1[N+]([O-])=O)(=O)=O)[CH:2]=[CH2:3].C(=O)([O-])[O-].[K+].[K+].C1(S)C=CC=CC=1.O. (2) Given the product [CH3:14][CH:13]([C:11]1[S:12][C:8]([C:6]2[CH:5]=[CH:4][N:3]=[C:2]([NH:24][C:25]3[CH:30]=[CH:29][C:28]([NH:31][CH2:32][CH2:33][N:34]4[CH2:38][CH2:37][CH2:36][CH2:35]4)=[CH:27][CH:26]=3)[N:7]=2)=[C:9]([C:16]2[CH:21]=[CH:20][CH:19]=[C:18]([O:22][CH3:23])[CH:17]=2)[N:10]=1)[CH3:15], predict the reactants needed to synthesize it. The reactants are: Cl[C:2]1[N:7]=[C:6]([C:8]2[S:12][C:11]([CH:13]([CH3:15])[CH3:14])=[N:10][C:9]=2[C:16]2[CH:21]=[CH:20][CH:19]=[C:18]([O:22][CH3:23])[CH:17]=2)[CH:5]=[CH:4][N:3]=1.[NH2:24][C:25]1[CH:30]=[CH:29][C:28]([NH:31][CH2:32][CH2:33][N:34]2[CH2:38][CH2:37][CH2:36][CH2:35]2)=[CH:27][CH:26]=1.CC(O)C.